Task: Binary Classification. Given a T-cell receptor sequence (or CDR3 region) and an epitope sequence, predict whether binding occurs between them.. Dataset: TCR-epitope binding with 47,182 pairs between 192 epitopes and 23,139 TCRs (1) The epitope is MMISAGFSL. The TCR CDR3 sequence is CSARGELAVNTGELFF. Result: 0 (the TCR does not bind to the epitope). (2) The epitope is TPINLVRDL. The TCR CDR3 sequence is CASRDSGSSTDTQYF. Result: 0 (the TCR does not bind to the epitope).